The task is: Predict the product of the given reaction.. This data is from Forward reaction prediction with 1.9M reactions from USPTO patents (1976-2016). (1) Given the reactants [ClH:1].Cl.[NH2:3][C@H:4]([CH2:7][C:8]1[CH:13]=[CH:12][C:11]([O:14][C:15]2[C:20]([C:21]#[N:22])=[CH:19][CH:18]=[CH:17][N:16]=2)=[CH:10][CH:9]=1)[CH2:5][OH:6].[O:23]([CH2:30][C@H:31]1[O:33][CH2:32]1)[C:24]1[CH:29]=[CH:28][CH:27]=[CH:26][CH:25]=1.C(N(CC)C(C)C)(C)C, predict the reaction product. The product is: [ClH:1].[C:21]([C:20]1[C:15]([O:14][C:11]2[CH:10]=[CH:9][C:8]([CH2:7][C@@H:4]([NH:3][CH2:32][C@H:31]([OH:33])[CH2:30][O:23][C:24]3[CH:29]=[CH:28][CH:27]=[CH:26][CH:25]=3)[CH2:5][OH:6])=[CH:13][CH:12]=2)=[N:16][CH:17]=[CH:18][CH:19]=1)#[N:22]. (2) Given the reactants [Cl:1][C:2]1[CH:7]=[CH:6][C:5]([C:8]2[CH:9]=[C:10]([C:29]#[N:30])[C:11]([O:22][CH2:23][C:24]([O:26][CH2:27][CH3:28])=[O:25])=[N:12][C:13]=2[C:14]2[CH:19]=[CH:18][C:17]([Cl:20])=[CH:16][C:15]=2[Cl:21])=[CH:4][CH:3]=1.C[Si]([N-][Si](C)(C)C)(C)C.[Li+].C1COCC1, predict the reaction product. The product is: [NH2:30][C:29]1[C:10]2[C:11](=[N:12][C:13]([C:14]3[CH:19]=[CH:18][C:17]([Cl:20])=[CH:16][C:15]=3[Cl:21])=[C:8]([C:5]3[CH:4]=[CH:3][C:2]([Cl:1])=[CH:7][CH:6]=3)[CH:9]=2)[O:22][C:23]=1[C:24]([O:26][CH2:27][CH3:28])=[O:25].